The task is: Predict which catalyst facilitates the given reaction.. This data is from Catalyst prediction with 721,799 reactions and 888 catalyst types from USPTO. (1) Product: [CH3:1][C:2]1[CH:3]=[CH:4][C:5]([S:8]([O:11][CH2:12][C@@H:13]2[O:35][C:17]3=[C:18]4[C:22](=[CH:23][CH:24]=[C:16]3[CH2:15][CH2:14]2)[N:21]([S:25]([C:28]2[CH:29]=[CH:30][C:31]([CH3:34])=[CH:32][CH:33]=2)(=[O:26])=[O:27])[CH:20]=[CH:19]4)(=[O:9])=[O:10])=[CH:6][CH:7]=1. The catalyst class is: 63. Reactant: [CH3:1][C:2]1[CH:7]=[CH:6][C:5]([S:8]([O:11][CH2:12][C@@H:13]2[O:35][C:17]3=[C:18]4[C:22](=[CH:23][CH:24]=[C:16]3[CH:15]=[CH:14]2)[N:21]([S:25]([C:28]2[CH:33]=[CH:32][C:31]([CH3:34])=[CH:30][CH:29]=2)(=[O:27])=[O:26])[CH:20]=[CH:19]4)(=[O:10])=[O:9])=[CH:4][CH:3]=1. (2) Reactant: C(Cl)(=O)C(Cl)=O.[CH3:7][O:8][C:9]([C:11]1[CH:19]=[CH:18][C:14]([C:15]([OH:17])=O)=[CH:13][CH:12]=1)=[O:10].CN(C=O)C.[Cl:25][C:26]1[CH:27]=[CH:28][C:29]([O:40][CH2:41][CH:42]([CH3:44])[CH3:43])=[C:30]([CH2:32][C:33]2[N:38]=[C:37]([NH2:39])[CH:36]=[CH:35][CH:34]=2)[CH:31]=1. Product: [Cl:25][C:26]1[CH:27]=[CH:28][C:29]([O:40][CH2:41][CH:42]([CH3:44])[CH3:43])=[C:30]([CH2:32][C:33]2[N:38]=[C:37]([NH:39][C:15]([C:14]3[CH:13]=[CH:12][C:11]([C:9]([O:8][CH3:7])=[O:10])=[CH:19][CH:18]=3)=[O:17])[CH:36]=[CH:35][CH:34]=2)[CH:31]=1. The catalyst class is: 2. (3) Reactant: [N+:1]([C:4]1[CH:9]=[CH:8][C:7]([CH2:10][CH2:11][N:12]2[CH2:16][CH2:15][O:14][C:13]2=[O:17])=[CH:6][CH:5]=1)([O-])=O.[H][H]. Product: [NH2:1][C:4]1[CH:9]=[CH:8][C:7]([CH2:10][CH2:11][N:12]2[CH2:16][CH2:15][O:14][C:13]2=[O:17])=[CH:6][CH:5]=1. The catalyst class is: 19. (4) Reactant: [NH2:1][C:2]1[C:11]([CH:12]=O)=[C:10]([C:14]2[CH:19]=[CH:18][C:17]([CH3:20])=[CH:16][CH:15]=2)[C:5]([C:6]([O:8][CH3:9])=[O:7])=[C:4]([CH3:21])[N:3]=1.[C:22]([O-])([O-])=O.[Cs+].[Cs+].[Si](C=[N+]=[N-])(C)(C)C. Product: [CH3:21][C:4]1[N:3]=[C:2]2[NH:1][CH:22]=[CH:12][C:11]2=[C:10]([C:14]2[CH:19]=[CH:18][C:17]([CH3:20])=[CH:16][CH:15]=2)[C:5]=1[C:6]([O:8][CH3:9])=[O:7]. The catalyst class is: 5.